This data is from Catalyst prediction with 721,799 reactions and 888 catalyst types from USPTO. The task is: Predict which catalyst facilitates the given reaction. (1) Reactant: [OH:1][C:2]1[CH:7]=[CH:6][C:5]([C:8](=O)/[CH:9]=[CH:10]/[C:11]2[CH:21]=[CH:20][C:14]([O:15][CH2:16][C:17]([OH:19])=[O:18])=[CH:13][CH:12]=2)=[CH:4][C:3]=1[CH3:23].[NH2:24][C:25]([NH2:27])=[O:26]. Product: [OH:1][C:2]1[CH:7]=[CH:6][C:5]([C:8]2[CH:9]=[C:10]([C:11]3[CH:21]=[CH:20][C:14]([O:15][CH2:16][C:17]([OH:19])=[O:18])=[CH:13][CH:12]=3)[NH:24][C:25](=[O:26])[N:27]=2)=[CH:4][C:3]=1[CH3:23]. The catalyst class is: 89. (2) Reactant: [Cl:1][C:2]1[CH:18]=[CH:17][C:5]2[CH2:6][CH2:7][N:8]([C:11](=[O:16])[C:12]([F:15])([F:14])[F:13])[CH2:9][CH2:10][C:4]=2[C:3]=1OS(C(F)(F)F)(=O)=O.[C:27]([C:29]1[CH:36]=[CH:35][C:32]([CH2:33][NH2:34])=[CH:31][CH:30]=1)#[N:28].C1C=CC(P(C2C(C3C(P(C4C=CC=CC=4)C4C=CC=CC=4)=CC=C4C=3C=CC=C4)=C3C(C=CC=C3)=CC=2)C2C=CC=CC=2)=CC=1.C(=O)([O-])[O-].[Cs+].[Cs+]. Product: [Cl:1][C:2]1[CH:18]=[CH:17][C:5]2[CH2:6][CH2:7][N:8]([C:11](=[O:16])[C:12]([F:15])([F:14])[F:13])[CH2:9][CH2:10][C:4]=2[C:3]=1[NH:34][CH2:33][C:32]1[CH:35]=[CH:36][C:29]([C:27]#[N:28])=[CH:30][CH:31]=1. The catalyst class is: 164. (3) Reactant: Br[C:2]1[N:7]=[C:6]2[N:8]([CH2:11][C:12]3[CH:13]=[C:14]4[C:19](=[CH:20][CH:21]=3)[N:18]=[CH:17][CH:16]=[CH:15]4)[N:9]=[N:10][C:5]2=[N:4][CH:3]=1.C(N(CC)CC)C.[CH3:29][N:30]([CH3:34])[CH2:31][CH2:32][OH:33]. Product: [CH3:29][N:30]([CH3:34])[CH2:31][CH2:32][O:33][C:2]1[N:7]=[C:6]2[N:8]([CH2:11][C:12]3[CH:13]=[C:14]4[C:19](=[CH:20][CH:21]=3)[N:18]=[CH:17][CH:16]=[CH:15]4)[N:9]=[N:10][C:5]2=[N:4][CH:3]=1. The catalyst class is: 51. (4) Reactant: [H-].[H-].[H-].[H-].[Li+].[Al+3].C([O:9][C:10]([C:12]1[CH:21]=[CH:20][C:15]2[O:16][CH2:17][CH2:18][O:19][C:14]=2[CH:13]=1)=O)C. Product: [O:16]1[C:15]2[CH:20]=[CH:21][C:12]([CH2:10][OH:9])=[CH:13][C:14]=2[O:19][CH2:18][CH2:17]1. The catalyst class is: 1. (5) Reactant: [O:1]1[CH2:5][CH2:4][O:3][CH:2]1[C:6]1[C:18](C(O)=O)=[C:9]2[C:10]([CH2:16][OH:17])=[CH:11][CH:12]=[C:13]([O:14][CH3:15])[N:8]2[N:7]=1. Product: [O:3]1[CH2:4][CH2:5][O:1][CH:2]1[C:6]1[CH:18]=[C:9]2[C:10]([CH2:16][OH:17])=[CH:11][CH:12]=[C:13]([O:14][CH3:15])[N:8]2[N:7]=1. The catalyst class is: 262. (6) Reactant: [C:1]1(/[CH:7]=[CH:8]/[C:9]([O:11][CH:12]([O:16][C:17]([NH:19][C:20]2([C:23]([OH:25])=[O:24])[CH2:22][CH2:21]2)=[O:18])[CH:13]([CH3:15])[CH3:14])=[O:10])[CH:6]=[CH:5][CH:4]=[CH:3][CH:2]=1.C(OC(=O)C)C. Product: [CH3:14][CH:13]([CH3:15])[CH:12]([O:11][C:9](=[O:10])[CH2:8][CH2:7][C:1]1[CH:2]=[CH:3][CH:4]=[CH:5][CH:6]=1)[O:16][C:17]([NH:19][C:20]1([C:23]([OH:25])=[O:24])[CH2:21][CH2:22]1)=[O:18]. The catalyst class is: 63. (7) Reactant: [Br:1][C:2]1[CH:7]=[CH:6][CH:5]=[C:4]([N+:8]([O-])=O)[C:3]=1CN.[Cl-].[NH4+:14].[CH3:15]O. Product: [Br:1][C:2]1[CH:7]=[CH:6][CH:5]=[C:4]([NH2:8])[C:3]=1[NH:14][CH3:15]. The catalyst class is: 693. (8) Reactant: [Br:1][C:2]1[CH:7]=[CH:6][CH:5]=[CH:4][C:3]=1[NH:8][C:9]([NH:11][C:12]1[CH:17]=[CH:16][C:15]([Cl:18])=[C:14]([S:19]([NH:22][CH2:23][CH:24]2[CH2:29][CH2:28][N:27](C(OC(C)(C)C)=O)[CH2:26][CH2:25]2)(=[O:21])=[O:20])[C:13]=1[OH:37])=[O:10]. Product: [ClH:18].[Br:1][C:2]1[CH:7]=[CH:6][CH:5]=[CH:4][C:3]=1[NH:8][C:9]([NH:11][C:12]1[CH:17]=[CH:16][C:15]([Cl:18])=[C:14]([S:19]([NH:22][CH2:23][CH:24]2[CH2:29][CH2:28][NH:27][CH2:26][CH2:25]2)(=[O:20])=[O:21])[C:13]=1[OH:37])=[O:10]. The catalyst class is: 89. (9) Reactant: Cl[C:2]1[CH:7]=[CH:6][C:5]([N+:8]([O-:10])=[O:9])=[CH:4][N:3]=1.[C:11]([C:13]1[CH:18]=[CH:17][C:16]([NH:19][C:20](=[O:32])[C:21]2[CH:26]=[CH:25][CH:24]=[C:23]([C:27]([C:30]#[N:31])([CH3:29])[CH3:28])[CH:22]=2)=[CH:15][C:14]=1[OH:33])#[N:12].C(=O)([O-])[O-].[K+].[K+]. Product: [C:30]([C:27]([C:23]1[CH:22]=[C:21]([CH:26]=[CH:25][CH:24]=1)[C:20]([NH:19][C:16]1[CH:17]=[CH:18][C:13]([C:11]#[N:12])=[C:14]([O:33][C:2]2[CH:7]=[CH:6][C:5]([N+:8]([O-:10])=[O:9])=[CH:4][N:3]=2)[CH:15]=1)=[O:32])([CH3:29])[CH3:28])#[N:31]. The catalyst class is: 9. (10) Reactant: C([NH:5][C:6]([NH:8][C@H:9]([C:12]1[CH:17]=[CH:16][C:15]([O:18][CH3:19])=[CH:14][CH:13]=1)[CH2:10]O)=[S:7])(C)(C)C.Cl.CC[Cl:23]. Product: [ClH:23].[CH3:19][O:18][C:15]1[CH:16]=[CH:17][C:12]([C@@H:9]2[CH2:10][S:7][C:6]([NH2:5])=[N:8]2)=[CH:13][CH:14]=1. The catalyst class is: 883.